From a dataset of Reaction yield outcomes from USPTO patents with 853,638 reactions. Predict the reaction yield, written as a fraction of the theoretical maximum amount of product (1.0 means a 100% yield; for example, 0.34 means a 34% yield). (1) The reactants are [CH2:1]([N:3]([S:30]([C:33]1[S:34][CH:35]=[CH:36][CH:37]=1)(=[O:32])=[O:31])[C:4]1[CH:5]=[CH:6][CH:7]=[C:8]2[C:12]=1[NH:11][C:10]([C:13]1[S:14][C:15]([CH2:18][O:19][C:20]3[CH:29]=[CH:28][C:23]([C:24]([O:26]C)=[O:25])=[CH:22][CH:21]=3)=[CH:16][N:17]=1)=[CH:9]2)[CH3:2].O1CCCC1.[OH-].[Na+].Cl. The catalyst is C(OCC)(=O)C.CO. The product is [CH2:1]([N:3]([S:30]([C:33]1[S:34][CH:35]=[CH:36][CH:37]=1)(=[O:31])=[O:32])[C:4]1[CH:5]=[CH:6][CH:7]=[C:8]2[C:12]=1[NH:11][C:10]([C:13]1[S:14][C:15]([CH2:18][O:19][C:20]3[CH:21]=[CH:22][C:23]([C:24]([OH:26])=[O:25])=[CH:28][CH:29]=3)=[CH:16][N:17]=1)=[CH:9]2)[CH3:2]. The yield is 0.540. (2) The reactants are [C:1]([C:5]1[CH:10]=[CH:9][C:8]([N+:11]([O-:13])=[O:12])=[CH:7][C:6]=1[S:14](Cl)(=[O:16])=[O:15])([CH3:4])([CH3:3])[CH3:2].[NH4+:18].[OH-]. The catalyst is CCOCC.O. The product is [C:1]([C:5]1[CH:10]=[CH:9][C:8]([N+:11]([O-:13])=[O:12])=[CH:7][C:6]=1[S:14]([NH2:18])(=[O:16])=[O:15])([CH3:4])([CH3:3])[CH3:2]. The yield is 0.340. (3) The reactants are Cl[C:2]1[CH:7]=[C:6]([Cl:8])[N:5]=[C:4]([S:9][CH3:10])[N:3]=1.C(NC(C)C)(C)C.[NH2:18][C:19]1[CH:23]=[C:22]([CH3:24])[NH:21][N:20]=1.O. The catalyst is CN(C=O)C. The product is [Cl:8][C:6]1[N:5]=[C:4]([S:9][CH3:10])[N:3]=[C:2]([NH:18][C:19]2[NH:20][N:21]=[C:22]([CH3:24])[CH:23]=2)[CH:7]=1. The yield is 0.660. (4) The reactants are Cl[C:2]1[S:3][C:4]2[CH:10]=[CH:9][CH:8]=[C:7]([CH3:11])[C:5]=2[N:6]=1.[C:12]([O:16][C:17]([N:19]1[CH2:24][CH2:23][C:22](S(C(F)(F)F)(=O)=O)=[CH:21][CH:20]1[CH3:32])=[O:18])([CH3:15])([CH3:14])[CH3:13].C[Sn](C)C.C[Sn](C)C.[Cl-].[Li+]. The catalyst is O1CCOCC1.[F-].[K+].C(OCC)(=O)C.C1C=CC([P]([Pd]([P](C2C=CC=CC=2)(C2C=CC=CC=2)C2C=CC=CC=2)([P](C2C=CC=CC=2)(C2C=CC=CC=2)C2C=CC=CC=2)[P](C2C=CC=CC=2)(C2C=CC=CC=2)C2C=CC=CC=2)(C2C=CC=CC=2)C2C=CC=CC=2)=CC=1. The product is [C:12]([O:16][C:17]([N:19]1[CH2:24][CH2:23][C:22]([C:2]2[S:3][C:4]3[CH:10]=[CH:9][CH:8]=[C:7]([CH3:11])[C:5]=3[N:6]=2)=[CH:21][CH:20]1[CH3:32])=[O:18])([CH3:15])([CH3:13])[CH3:14]. The yield is 0.660. (5) The reactants are [C:1]([O:5][C:6]([NH:8][C:9](=[CH:14][C:15]1[CH:20]=[CH:19][C:18]([C:21]2[S:22][C:23]([C:26]3[CH:31]=[CH:30][C:29]([O:32][CH2:33][CH2:34][CH2:35][CH2:36][CH2:37][CH2:38][CH3:39])=[CH:28][CH:27]=3)=[CH:24][N:25]=2)=[CH:17][CH:16]=1)[C:10]([O:12][CH3:13])=[O:11])=[O:7])([CH3:4])([CH3:3])[CH3:2].[H][H]. The catalyst is O1CCOCC1.[Pd]. The product is [C:1]([O:5][C:6]([NH:8][CH:9]([CH2:14][C:15]1[CH:20]=[CH:19][C:18]([C:21]2[S:22][C:23]([C:26]3[CH:31]=[CH:30][C:29]([O:32][CH2:33][CH2:34][CH2:35][CH2:36][CH2:37][CH2:38][CH3:39])=[CH:28][CH:27]=3)=[CH:24][N:25]=2)=[CH:17][CH:16]=1)[C:10]([O:12][CH3:13])=[O:11])=[O:7])([CH3:2])([CH3:4])[CH3:3]. The yield is 0.290. (6) The reactants are [NH2:1][C:2]1[N:3]=[C:4]([Cl:23])[C:5]2[CH2:10][C:9](=[O:11])[N:8]([CH2:12][C:13]3[C:18]([CH3:19])=[C:17]([O:20][CH3:21])[C:16]([CH3:22])=[CH:15][N:14]=3)[C:6]=2[N:7]=1.[CH2:24]([N:26]([CH2:37][CH3:38])[CH2:27][CH2:28][CH2:29][C:30]1[NH:34][C:33]([CH:35]=O)=[CH:32][CH:31]=1)[CH3:25].N1CCCCC1. The catalyst is CCO. The product is [NH2:1][C:2]1[N:3]=[C:4]([Cl:23])[C:5]2=[C:6]([N:8]([CH2:12][C:13]3[C:18]([CH3:19])=[C:17]([O:20][CH3:21])[C:16]([CH3:22])=[CH:15][N:14]=3)[C:9](=[O:11])/[C:10]/2=[CH:35]\[C:33]2[NH:34][C:30]([CH2:29][CH2:28][CH2:27][N:26]([CH2:37][CH3:38])[CH2:24][CH3:25])=[CH:31][CH:32]=2)[N:7]=1. The yield is 0.380. (7) The reactants are [N:1]([C@H:4]([C:15]1[N:16]=[C:17]([C:20]2[CH:25]=[CH:24][CH:23]=[CH:22][CH:21]=2)[S:18][CH:19]=1)[CH2:5][C:6]1[CH:11]=[CH:10][C:9]([N+:12]([O-:14])=[O:13])=[CH:8][CH:7]=1)=[C:2]=[S:3].[C:26]([NH:29][NH2:30])(=O)[CH3:27]. The catalyst is CCO. The product is [CH3:27][C:26]1[S:3][C:2]([NH:1][C@H:4]([C:15]2[N:16]=[C:17]([C:20]3[CH:21]=[CH:22][CH:23]=[CH:24][CH:25]=3)[S:18][CH:19]=2)[CH2:5][C:6]2[CH:11]=[CH:10][C:9]([N+:12]([O-:14])=[O:13])=[CH:8][CH:7]=2)=[N:30][N:29]=1. The yield is 0.930. (8) The reactants are C[Al](C)C.[CH:5]([NH2:8])([CH3:7])[CH3:6].CO[C:11](=[O:33])[C:12]1[CH:17]=[CH:16][C:15]([NH:18][CH2:19][C:20]2[C:21]([C:26]3[CH:31]=[CH:30][C:29]([F:32])=[CH:28][CH:27]=3)=[N:22][O:23][C:24]=2[CH3:25])=[N:14][CH:13]=1.C(C(C(C([O-])=O)O)O)([O-])=O.[K+].[Na+]. The catalyst is O1CCOCC1. The product is [F:32][C:29]1[CH:30]=[CH:31][C:26]([C:21]2[C:20]([CH2:19][NH:18][C:15]3[CH:16]=[CH:17][C:12]([C:11]([NH:8][CH:5]([CH3:7])[CH3:6])=[O:33])=[CH:13][N:14]=3)=[C:24]([CH3:25])[O:23][N:22]=2)=[CH:27][CH:28]=1. The yield is 0.700.